From a dataset of CYP2C9 substrate classification data from Carbon-Mangels et al.. Regression/Classification. Given a drug SMILES string, predict its absorption, distribution, metabolism, or excretion properties. Task type varies by dataset: regression for continuous measurements (e.g., permeability, clearance, half-life) or binary classification for categorical outcomes (e.g., BBB penetration, CYP inhibition). Dataset: cyp2c9_substrate_carbonmangels. (1) The molecule is CC(C)(C)NC[C@H](O)COc1ccccc1C1CCCC1. The result is 0 (non-substrate). (2) The molecule is O=C(O)c1ccc(OCCn2ccnc2)cc1. The result is 0 (non-substrate).